From a dataset of Reaction yield outcomes from USPTO patents with 853,638 reactions. Predict the reaction yield, written as a fraction of the theoretical maximum amount of product (1.0 means a 100% yield; for example, 0.34 means a 34% yield). (1) The reactants are [CH:1]1([C:4]2[NH:8][N:7]=[C:6]([NH:9][C:10]3[C:11]4[CH2:29][CH2:28][NH:27][CH2:26][C:12]=4[N:13]=[C:14]([NH:16][C@H:17]([C:19]4[CH:24]=[CH:23][C:22]([F:25])=[CH:21][CH:20]=4)[CH3:18])[N:15]=3)[CH:5]=2)[CH2:3][CH2:2]1.C1C[O:33][CH2:32][CH2:31]1.C(O)(=O)C. The catalyst is C(Cl)Cl. The product is [CH:1]1([C:4]2[NH:8][N:7]=[C:6]([NH:9][C:10]3[C:11]4[CH2:29][CH2:28][N:27]([C:32](=[O:33])[CH3:31])[CH2:26][C:12]=4[N:13]=[C:14]([NH:16][C@H:17]([C:19]4[CH:24]=[CH:23][C:22]([F:25])=[CH:21][CH:20]=4)[CH3:18])[N:15]=3)[CH:5]=2)[CH2:2][CH2:3]1. The yield is 0.410. (2) The reactants are [F:1][C:2]([F:27])([F:26])[CH2:3][N:4]1[C:8]([C:9]2[N:10]=[C:11]3[C:17]4[CH:18]=[CH:19][C:20](C(O)=O)=[CH:21][C:16]=4[O:15][CH2:14][CH2:13][N:12]3[CH:25]=2)=[N:7][CH:6]=[N:5]1.C([N:30](CC)CC)C.C1C=CC(OP(OC2C=CC=CC=2)(N=[N+]=[N-])=O)=CC=1.O. The catalyst is CN(C=O)C.C(OCC)(=O)C.C([O-])(O)=O.[Na+]. The product is [F:26][C:2]([F:27])([F:1])[CH2:3][N:4]1[C:8]([C:9]2[N:10]=[C:11]3[C:17]4[CH:18]=[CH:19][C:20]([NH2:30])=[CH:21][C:16]=4[O:15][CH2:14][CH2:13][N:12]3[CH:25]=2)=[N:7][CH:6]=[N:5]1. The yield is 0.540.